This data is from Peptide-MHC class II binding affinity with 134,281 pairs from IEDB. The task is: Regression. Given a peptide amino acid sequence and an MHC pseudo amino acid sequence, predict their binding affinity value. This is MHC class II binding data. (1) The peptide sequence is GIFLSVAAGNEAENA. The MHC is HLA-DQA10401-DQB10402 with pseudo-sequence HLA-DQA10401-DQB10402. The binding affinity (normalized) is 0.573. (2) The peptide sequence is AFKVQATAANAAPAN. The MHC is DRB1_0701 with pseudo-sequence DRB1_0701. The binding affinity (normalized) is 0.646. (3) The MHC is DRB1_0901 with pseudo-sequence DRB1_0901. The binding affinity (normalized) is 0.339. The peptide sequence is AFKEAATAANAAPAN. (4) The peptide sequence is TLGEVWKRELNLLDK. The MHC is HLA-DQA10201-DQB10402 with pseudo-sequence HLA-DQA10201-DQB10402. The binding affinity (normalized) is 0.